Dataset: Forward reaction prediction with 1.9M reactions from USPTO patents (1976-2016). Task: Predict the product of the given reaction. (1) Given the reactants [O:1]1[C:10]2[C:5](=[CH:6][CH:7]=[CH:8][CH:9]=2)[CH:4]([NH2:11])[CH2:3][CH2:2]1.F[C:13]1[CH:18]=[C:17]([F:19])[CH:16]=[CH:15][C:14]=1[S:20]([CH3:23])(=[O:22])=[O:21].C(N(C(C)C)CC)(C)C, predict the reaction product. The product is: [F:19][C:17]1[CH:18]=[CH:13][C:14]([S:20]([CH3:23])(=[O:22])=[O:21])=[C:15]([NH:11][CH:4]2[C:5]3[C:10](=[CH:9][CH:8]=[CH:7][CH:6]=3)[O:1][CH2:2][CH2:3]2)[CH:16]=1. (2) Given the reactants Br[C:2]1[CH:3]=[CH:4][C:5]([F:8])=[N:6][CH:7]=1.[Li]CCCC.[CH3:14][C:15]([CH3:17])=[O:16], predict the reaction product. The product is: [F:8][C:5]1[N:6]=[CH:7][C:2]([C:15]([OH:16])([CH3:17])[CH3:14])=[CH:3][CH:4]=1.